Dataset: Reaction yield outcomes from USPTO patents with 853,638 reactions. Task: Predict the reaction yield, written as a fraction of the theoretical maximum amount of product (1.0 means a 100% yield; for example, 0.34 means a 34% yield). (1) The reactants are [CH3:1]/[C:2](=[CH:6]\[C:7]1[CH:12]=[CH:11][CH:10]=[CH:9][CH:8]=1)/[C:3]([OH:5])=O.C(Cl)(=O)C(Cl)=O.[N:19]([CH2:22][CH2:23][NH2:24])=[N+:20]=[N-:21].C(N(CC)CC)C. The catalyst is ClCCl. The product is [N:19]([CH2:22][CH2:23][NH:24][C:3](=[O:5])/[C:2](/[CH3:1])=[CH:6]/[C:7]1[CH:12]=[CH:11][CH:10]=[CH:9][CH:8]=1)=[N+:20]=[N-:21]. The yield is 0.960. (2) The reactants are [CH2:1]([NH:3][C:4]([C:6]1[C:10](Br)=[C:9]([C:12]2[CH:17]=[C:16]([Cl:18])[C:15]([O:19][CH2:20][C:21]3[CH:26]=[CH:25][CH:24]=[CH:23][CH:22]=3)=[CH:14][C:13]=2[O:27][CH2:28][C:29]2[CH:34]=[CH:33][CH:32]=[CH:31][CH:30]=2)[O:8][N:7]=1)=[O:5])[CH3:2].[Cl:35][C:36]1[CH:37]=[C:38](B(O)O)[CH:39]=[CH:40][CH:41]=1. No catalyst specified. The product is [CH2:1]([NH:3][C:4]([C:6]1[C:10]([C:40]2[CH:39]=[CH:38][CH:37]=[C:36]([Cl:35])[CH:41]=2)=[C:9]([C:12]2[CH:17]=[C:16]([Cl:18])[C:15]([O:19][CH2:20][C:21]3[CH:26]=[CH:25][CH:24]=[CH:23][CH:22]=3)=[CH:14][C:13]=2[O:27][CH2:28][C:29]2[CH:34]=[CH:33][CH:32]=[CH:31][CH:30]=2)[O:8][N:7]=1)=[O:5])[CH3:2]. The yield is 0.550. (3) The catalyst is ClCCl. The reactants are C[O:2][NH:3][S:4]([C:7]1[CH:12]=[CH:11][CH:10]=[CH:9][CH:8]=1)(=[O:6])=[O:5].B(Br)(Br)Br.CO.C1OC1C. The product is [OH:2][NH:3][S:4]([C:7]1[CH:12]=[CH:11][CH:10]=[CH:9][CH:8]=1)(=[O:5])=[O:6]. The yield is 0.800. (4) The reactants are [CH3:1][N:2]([CH3:15])[C:3](=[O:14])[CH2:4][CH2:5][CH2:6][C:7]1[CH:12]=[CH:11][C:10]([NH2:13])=[CH:9][CH:8]=1.[C:16]1(=O)[CH2:19][CH2:18][CH2:17]1.[Si]([C:25]#[N:26])(C)(C)C. The catalyst is C(OCC)(=O)C. The product is [CH3:15][N:2]([CH3:1])[C:3](=[O:14])[CH2:4][CH2:5][CH2:6][C:7]1[CH:8]=[CH:9][C:10]([NH:13][C:16]2([C:25]#[N:26])[CH2:19][CH2:18][CH2:17]2)=[CH:11][CH:12]=1. The yield is 0.570. (5) The reactants are [NH2:1][C:2]1[CH:10]=[C:9]2[C:5]([CH2:6][O:7][C:8]2=[C:11]2[C:19]3[C:14](=[CH:15][CH:16]=[C:17]([Cl:20])[CH:18]=3)[NH:13][C:12]2=[O:21])=[CH:4][CH:3]=1.[Br:22][CH2:23][C:24](O[C:24](=[O:25])[CH2:23][Br:22])=[O:25].O. The catalyst is C1COCC1. The product is [Br:22][CH2:23][C:24]([NH:1][C:2]1[CH:10]=[C:9]2[C:5](=[CH:4][CH:3]=1)[CH2:6][O:7][C:8]2=[C:11]1[C:19]2[C:14](=[CH:15][CH:16]=[C:17]([Cl:20])[CH:18]=2)[NH:13][C:12]1=[O:21])=[O:25]. The yield is 0.940. (6) The reactants are [NH:1]1[C:5]2=[N:6][CH:7]=[CH:8][CH:9]=[C:4]2[C:3]([C:10]([O:12][CH3:13])=[O:11])=[N:2]1.[Br:14][C:15]1[CH:16]=[C:17](B(O)O)[CH:18]=[CH:19][CH:20]=1. No catalyst specified. The product is [Br:14][C:15]1[CH:20]=[C:19]([N:1]2[C:5]3=[N:6][CH:7]=[CH:8][CH:9]=[C:4]3[C:3]([C:10]([O:12][CH3:13])=[O:11])=[N:2]2)[CH:18]=[CH:17][CH:16]=1. The yield is 0.500.